Predict the reactants needed to synthesize the given product. From a dataset of Full USPTO retrosynthesis dataset with 1.9M reactions from patents (1976-2016). Given the product [Br:17][C:18]1[N:19]=[CH:20][N:21]([C:2]2[N:7]=[C:6]([C:8]3[CH:13]=[CH:12][C:11]([Cl:14])=[C:10]([Cl:15])[CH:9]=3)[CH:5]=[C:4]([CH3:16])[N:3]=2)[CH:22]=1, predict the reactants needed to synthesize it. The reactants are: Cl[C:2]1[N:7]=[C:6]([C:8]2[CH:13]=[CH:12][C:11]([Cl:14])=[C:10]([Cl:15])[CH:9]=2)[CH:5]=[C:4]([CH3:16])[N:3]=1.[Br:17][C:18]1[N:19]=[CH:20][NH:21][CH:22]=1.